From a dataset of Forward reaction prediction with 1.9M reactions from USPTO patents (1976-2016). Predict the product of the given reaction. (1) Given the reactants [NH2:1][C@:2]12[CH2:37][CH2:36][C@@H:35]([C:38]([CH3:40])=[CH2:39])[C@@H:3]1[C@@H:4]1[C@@:17]([CH3:20])([CH2:18][CH2:19]2)[C@@:16]2([CH3:21])[C@@H:7]([C@:8]3([CH3:34])[C@@H:13]([CH2:14][CH2:15]2)[C:12]([CH3:23])([CH3:22])[C:11]([C:24]2[CH:33]=[CH:32][C:27]([C:28]([O:30]C)=[O:29])=[CH:26][CH:25]=2)=[CH:10][CH2:9]3)[CH2:6][CH2:5]1.[CH3:41][CH:42]1[CH2:47][CH2:46][CH2:45][CH2:44][N:43]1[CH2:48][C:49]([OH:51])=O, predict the reaction product. The product is: [CH3:20][C@:17]12[C@@:16]3([CH3:21])[C@@H:7]([C@:8]4([CH3:34])[C@@H:13]([CH2:14][CH2:15]3)[C:12]([CH3:22])([CH3:23])[C:11]([C:24]3[CH:33]=[CH:32][C:27]([C:28]([OH:30])=[O:29])=[CH:26][CH:25]=3)=[CH:10][CH2:9]4)[CH2:6][CH2:5][C@@H:4]1[C@H:3]1[C@H:35]([C:38]([CH3:40])=[CH2:39])[CH2:36][CH2:37][C@:2]1([NH:1][C:49](=[O:51])[CH2:48][N:43]1[CH2:44][CH2:45][CH2:46][CH2:47][CH:42]1[CH3:41])[CH2:19][CH2:18]2. (2) Given the reactants [C:1]([NH:5][C:6]([C:8]1[CH:12]=[C:11]([C:13]2[CH:18]=[CH:17][CH:16]=[CH:15][N:14]=2)[N:10]([C:19]2[CH:20]=[N:21][C:22]([C:25]#[N:26])=[CH:23][CH:24]=2)[N:9]=1)=[O:7])([CH3:4])([CH3:3])[CH3:2].[OH-:27].[Na+].O.C(Cl)(Cl)Cl, predict the reaction product. The product is: [C:1]([NH:5][C:6]([C:8]1[CH:12]=[C:11]([C:13]2[CH:18]=[CH:17][CH:16]=[CH:15][N:14]=2)[N:10]([C:19]2[CH:20]=[N:21][C:22]([C:25](=[O:27])[NH2:26])=[CH:23][CH:24]=2)[N:9]=1)=[O:7])([CH3:4])([CH3:2])[CH3:3]. (3) Given the reactants [O:1]=[C:2]1[C:6]2=[CH:7][N:8]([CH2:15][C:16]3[CH:21]=[CH:20][C:19]([N:22]4[CH:26]=[CH:25][CH:24]=[N:23]4)=[CH:18][CH:17]=3)[C:9]3[CH:10]=[CH:11][CH:12]=[CH:13][C:14]=3[C:5]2=[N:4][N:3]1[C:27]1[CH:34]=[CH:33][CH:32]=[CH:31][C:28]=1C=O.[CH3:35][Mg]Br.[C:38](=[O:41])(O)[O-].[Na+].O, predict the reaction product. The product is: [OH:41][CH2:38][CH2:35][C:28]1[CH:31]=[CH:32][CH:33]=[CH:34][C:27]=1[N:3]1[C:2](=[O:1])[C:6]2=[CH:7][N:8]([CH2:15][C:16]3[CH:21]=[CH:20][C:19]([N:22]4[CH:26]=[CH:25][CH:24]=[N:23]4)=[CH:18][CH:17]=3)[C:9]3[CH:10]=[CH:11][CH:12]=[CH:13][C:14]=3[C:5]2=[N:4]1. (4) Given the reactants [CH3:1][C:2]1[CH:3]=[CH:4][C:5]([C:8]2[CH:9]=[C:10]([CH:14]=[C:15]([C:17]([N:19]3[CH2:23][CH2:22][CH2:21][CH2:20]3)=[O:18])[CH:16]=2)[C:11]([OH:13])=O)=[N:6][CH:7]=1.[CH3:24][C:25]1[N:30]=[CH:29][C:28]([CH2:31][NH2:32])=[CH:27][CH:26]=1.Cl.CN(C)CCCN=C=NCC.O.ON1C2C=CC=CC=2N=N1.C(N(CC)C(C)C)(C)C, predict the reaction product. The product is: [CH3:1][C:2]1[CH:3]=[CH:4][C:5]([C:8]2[CH:9]=[C:10]([CH:14]=[C:15]([C:17]([N:19]3[CH2:23][CH2:22][CH2:21][CH2:20]3)=[O:18])[CH:16]=2)[C:11]([NH:32][CH2:31][C:28]2[CH:29]=[N:30][C:25]([CH3:24])=[CH:26][CH:27]=2)=[O:13])=[N:6][CH:7]=1. (5) Given the reactants O.[C:2]1([CH3:12])[CH:7]=[CH:6][C:5]([S:8]([OH:11])(=[O:10])=[O:9])=[CH:4][CH:3]=1.[CH3:13][O:14][C@H:15]1[CH2:19][CH2:18][N:17](C(OC(C)(C)C)=O)[CH2:16]1, predict the reaction product. The product is: [CH3:12][C:2]1[CH:3]=[CH:4][C:5]([S:8]([OH:11])(=[O:10])=[O:9])=[CH:6][CH:7]=1.[CH3:13][O:14][C@H:15]1[CH2:19][CH2:18][NH:17][CH2:16]1. (6) Given the reactants [NH:1]1[C:9]2[C:4](=[CH:5][C:6]([NH:10][C:11]3[N:20]=[CH:19][C:18]([CH:21]4[CH2:23][CH2:22]4)=[CH:17][C:12]=3[C:13]([O:15]C)=[O:14])=[CH:7][CH:8]=2)[CH:3]=[CH:2]1.CC(C)([O-])C.[K+].Br[CH2:31][CH:32]1[CH2:36][CH2:35][CH2:34][CH2:33]1.Cl, predict the reaction product. The product is: [CH:32]1([CH2:31][N:1]2[C:9]3[C:4](=[CH:5][C:6]([NH:10][C:11]4[N:20]=[CH:19][C:18]([CH:21]5[CH2:22][CH2:23]5)=[CH:17][C:12]=4[C:13]([OH:15])=[O:14])=[CH:7][CH:8]=3)[CH:3]=[CH:2]2)[CH2:36][CH2:35][CH2:34][CH2:33]1.